This data is from Forward reaction prediction with 1.9M reactions from USPTO patents (1976-2016). The task is: Predict the product of the given reaction. Given the reactants [Cl:1][C:2]1[C:3]2[CH:10]=[CH:9][NH:8][C:4]=2[N:5]=[CH:6][N:7]=1.Cl[CH2:12][C:13]1[N:17]([C:18]2[CH:23]=[CH:22][CH:21]=[CH:20][CH:19]=2)[C:16]2[CH:24]=[CH:25][CH:26]=[CH:27][C:15]=2[N:14]=1.C([O-])([O-])=O.[K+].[K+].O, predict the reaction product. The product is: [Cl:1][C:2]1[C:3]2[CH:10]=[CH:9][N:8]([CH2:12][C:13]3[N:17]([C:18]4[CH:23]=[CH:22][CH:21]=[CH:20][CH:19]=4)[C:16]4[CH:24]=[CH:25][CH:26]=[CH:27][C:15]=4[N:14]=3)[C:4]=2[N:5]=[CH:6][N:7]=1.